Task: Predict which catalyst facilitates the given reaction.. Dataset: Catalyst prediction with 721,799 reactions and 888 catalyst types from USPTO (1) Reactant: [N:1]1[CH:6]=[CH:5][C:4]([NH:7][S:8]([C:11]2[CH:12]=[C:13]3[C:18](=[CH:19][CH:20]=2)[C:17]([C:21]2[CH:26]=[CH:25][C:24]([C:27]([F:30])([F:29])[F:28])=[CH:23][C:22]=2[C:31]2[CH2:36][CH2:35][N:34](C(OC(C)(C)C)=O)[CH2:33][CH:32]=2)=[CH:16][CH:15]=[CH:14]3)(=[O:10])=[O:9])=[N:3][CH:2]=1.[F:44][C:45]([F:50])([F:49])[C:46]([OH:48])=[O:47]. Product: [F:44][C:45]([F:50])([F:49])[C:46]([OH:48])=[O:47].[N:1]1[CH:6]=[CH:5][C:4]([NH:7][S:8]([C:11]2[CH:20]=[CH:19][C:18]3[C:13](=[CH:14][CH:15]=[CH:16][C:17]=3[C:21]3[CH:26]=[CH:25][C:24]([C:27]([F:28])([F:29])[F:30])=[CH:23][C:22]=3[C:31]3[CH2:36][CH2:35][NH:34][CH2:33][CH:32]=3)[CH:12]=2)(=[O:10])=[O:9])=[N:3][CH:2]=1. The catalyst class is: 2. (2) Reactant: COC(=O)CCC1C=CC(Cl)=C(Cl)C=1.C[O:16][C:17](=[O:39])[C@@H:18]([NH:28][C:29](=[O:38])[C:30]1[CH:35]=[CH:34][C:33]([I:36])=[CH:32][C:31]=1[NH2:37])[CH2:19][C:20]1[CH:25]=[CH:24][C:23]([Cl:26])=[C:22]([Cl:27])[CH:21]=1.Cl[S:41]([C:44]1[C:52]2[C:48](=[N:49][S:50][N:51]=2)[CH:47]=[CH:46][CH:45]=1)(=[O:43])=[O:42].N1C=CC=CC=1.NCCN(CCN)CCN. Product: [N:49]1[S:50][N:51]=[C:52]2[C:44]([S:41]([NH:37][C:31]3[CH:32]=[C:33]([I:36])[CH:34]=[CH:35][C:30]=3[C:29]([NH:28][C@@H:18]([CH2:19][C:20]3[CH:25]=[CH:24][C:23]([Cl:26])=[C:22]([Cl:27])[CH:21]=3)[C:17]([OH:16])=[O:39])=[O:38])(=[O:42])=[O:43])=[CH:45][CH:46]=[CH:47][C:48]=12. The catalyst class is: 2. (3) Reactant: Br[C:2]1[C:3]2[N:4]([N:8]=[C:9]([NH:11][C:12]3[CH:17]=[CH:16][CH:15]=[CH:14][C:13]=3[O:18][CH3:19])[N:10]=2)[CH:5]=[CH:6][CH:7]=1.[CH3:20][NH:21][C:22]([C:24]1[CH:25]=[C:26](B(O)O)[CH:27]=[CH:28][CH:29]=1)=[O:23]. The catalyst class is: 140. Product: [CH3:19][O:18][C:13]1[CH:14]=[CH:15][CH:16]=[CH:17][C:12]=1[NH:11][C:9]1[N:10]=[C:3]2[C:2]([C:28]3[CH:29]=[C:24]([CH:25]=[CH:26][CH:27]=3)[C:22]([NH:21][CH3:20])=[O:23])=[CH:7][CH:6]=[CH:5][N:4]2[N:8]=1. (4) Product: [N+:1]([O-:4])([OH:3])=[O:2].[CH3:15][C:7]1[CH:8]=[CH:9][C:10]([N+:12]([O-:14])=[O:13])=[CH:11][C:6]=1[NH:5][C:17]([NH2:18])=[NH:16]. Reactant: [N+:1]([O-:4])([OH:3])=[O:2].[NH2:5][C:6]1[CH:11]=[C:10]([N+:12]([O-:14])=[O:13])[CH:9]=[CH:8][C:7]=1[CH3:15].[N:16]#[C:17][NH2:18]. The catalyst class is: 40. (5) Reactant: C(N(C(C)C)CC)(C)C.[C:10]([O:14][C:15](=[O:23])[NH:16][CH:17]1[CH2:22][CH2:21][NH:20][CH2:19][CH2:18]1)([CH3:13])([CH3:12])[CH3:11].[N+:24]([C:27]1[CH:32]=[CH:31][C:30]([S:33](Cl)(=[O:35])=[O:34])=[CH:29][CH:28]=1)([O-:26])=[O:25]. Product: [C:10]([O:14][C:15](=[O:23])[NH:16][CH:17]1[CH2:22][CH2:21][N:20]([S:33]([C:30]2[CH:29]=[CH:28][C:27]([N+:24]([O-:26])=[O:25])=[CH:32][CH:31]=2)(=[O:34])=[O:35])[CH2:19][CH2:18]1)([CH3:13])([CH3:11])[CH3:12]. The catalyst class is: 2. (6) Reactant: [CH2:1]([P:3]([CH2:6][CH3:7])[CH2:4][CH3:5])[CH3:2].[O:8](C)[S:9]([C:12]([F:15])([F:14])[F:13])(=[O:11])=[O:10]. Product: [F:13][C:12]([F:15])([F:14])[S:9]([O-:11])(=[O:10])=[O:8].[CH3:12][P+:3]([CH2:6][CH3:7])([CH2:4][CH3:5])[CH2:1][CH3:2]. The catalyst class is: 81. (7) The catalyst class is: 21. Product: [C:23]([O:26][CH:2]([CH2:13][CH2:14][CH2:15][CH2:16][CH2:17][CH2:18][CH2:19][CH2:20][CH2:21][CH3:22])[CH2:3][CH2:4][CH2:5][CH2:6][CH2:7][CH2:8][CH2:9][CH2:10][CH2:11][CH3:12])(=[S:25])[CH3:24]. Reactant: Br[CH:2]([CH2:13][CH2:14][CH2:15][CH2:16][CH2:17][CH2:18][CH2:19][CH2:20][CH2:21][CH3:22])[CH2:3][CH2:4][CH2:5][CH2:6][CH2:7][CH2:8][CH2:9][CH2:10][CH2:11][CH3:12].[C:23]([O-:26])(=[S:25])[CH3:24].[K+].